From a dataset of Peptide-MHC class I binding affinity with 185,985 pairs from IEDB/IMGT. Regression. Given a peptide amino acid sequence and an MHC pseudo amino acid sequence, predict their binding affinity value. This is MHC class I binding data. (1) The peptide sequence is LDMLQALCIPT. The MHC is H-2-Kd with pseudo-sequence H-2-Kd. The binding affinity (normalized) is 0.280. (2) The peptide sequence is RTRLYDYFT. The MHC is HLA-A02:02 with pseudo-sequence HLA-A02:02. The binding affinity (normalized) is 0.180.